This data is from Full USPTO retrosynthesis dataset with 1.9M reactions from patents (1976-2016). The task is: Predict the reactants needed to synthesize the given product. (1) Given the product [C:1]([O:5][C:6]([N:8]1[CH2:17][CH2:16][C:15]2[C:10](=[CH:11][C:12]([C:18]3[N:26]4[C:21]([C:22]([NH2:27])=[N:23][CH:24]=[N:25]4)=[C:20]([C:37]4[CH:38]=[CH:39][C:40]5[C:44]([CH:45]=4)=[N:43][N:42]([CH2:9][C:10]4[CH:15]=[CH:14][CH:13]=[CH:12][CH:11]=4)[CH:41]=5)[CH:19]=3)=[CH:13][CH:14]=2)[CH2:9]1)=[O:7])([CH3:4])([CH3:3])[CH3:2], predict the reactants needed to synthesize it. The reactants are: [C:1]([O:5][C:6]([N:8]1[CH2:17][CH2:16][C:15]2[C:10](=[CH:11][C:12]([C:18]3[N:26]4[C:21]([C:22]([NH2:27])=[N:23][CH:24]=[N:25]4)=[C:20](Br)[CH:19]=3)=[CH:13][CH:14]=2)[CH2:9]1)=[O:7])([CH3:4])([CH3:3])[CH3:2].CC1(C)C(C)(C)OB([C:37]2[CH:38]=[CH:39][C:40]3[C:44]([CH:45]=2)=[N:43][NH:42][CH:41]=3)O1.C([O-])([O-])=O.[Na+].[Na+]. (2) Given the product [Cl:1][C:2]1[CH:10]=[C:9]2[C:5](=[CH:4][CH:3]=1)[C:6](=[O:15])[CH2:7][C:8]2([CH3:12])[CH3:11], predict the reactants needed to synthesize it. The reactants are: [Cl:1][C:2]1[CH:10]=[C:9]2[C:5]([CH2:6][CH2:7][C:8]2([CH3:12])[CH3:11])=[CH:4][CH:3]=1.CC(C)=[O:15].S([O-])([O-])(=O)=O.[Mg+2].[Mn]([O-])(=O)(=O)=O.[K+]. (3) Given the product [CH2:27]([CH:4]([CH2:1][CH2:2][CH3:3])[CH2:5][O:6][C:7]1[CH:8]=[C:9]([CH:24]=[CH:25][CH:26]=1)[O:10][CH2:11][CH2:12][NH2:13])[CH2:28][CH3:29], predict the reactants needed to synthesize it. The reactants are: [CH2:1]([CH:4]([CH2:27][CH2:28][CH3:29])[CH2:5][O:6][C:7]1[CH:8]=[C:9]([CH:24]=[CH:25][CH:26]=1)[O:10][CH2:11][CH2:12][N:13]1C(=O)C2C(=CC=CC=2)C1=O)[CH2:2][CH3:3]. (4) Given the product [C:2]([O:21][CH2:22][C@H:23]([CH2:44][O:45][P:46]([O:49][CH2:50][C@@H:51]([C:53]([OH:55])=[O:54])[NH2:52])([OH:48])=[O:47])[OH:24])(=[O:20])[CH2:3][CH2:4][CH2:5][CH2:6][CH2:7][CH2:8][CH2:9]/[CH:10]=[CH:11]\[CH2:12][CH2:13][CH2:14][CH2:15][CH2:16][CH2:17][CH2:18][CH3:19], predict the reactants needed to synthesize it. The reactants are: [Na+].[C:2]([O:21][CH2:22][C@H:23]([CH2:44][O:45][P:46]([O:49][CH2:50][C@@H:51]([C:53]([O-:55])=[O:54])[NH2:52])([OH:48])=[O:47])[O:24]C(=O)CCCCCCC/C=C\CCCCCCCC)(=[O:20])[CH2:3][CH2:4][CH2:5][CH2:6][CH2:7][CH2:8][CH2:9]/[CH:10]=[CH:11]\[CH2:12][CH2:13][CH2:14][CH2:15][CH2:16][CH2:17][CH2:18][CH3:19].C(O)C(N)(CO)CO.Cl.[Cl-].[K+].Cl. (5) Given the product [OH:4][C:5]1[CH:14]=[CH:13][C:8]2[C:9]([C:25]([O:19][CH3:15])=[O:26])=[C:10]([CH3:12])[O:11][C:7]=2[CH:6]=1, predict the reactants needed to synthesize it. The reactants are: C([O:4][C:5]1[CH:14]=[CH:13][C:8]2[CH:9]=[C:10]([CH3:12])[O:11][C:7]=2[CH:6]=1)(=O)C.[C:15](Cl)(=[O:19])C(Cl)=O.[Al+3].[Cl-].[Cl-].[Cl-].[C:25]([O-])([O-])=[O:26].[K+].[K+].